Dataset: Catalyst prediction with 721,799 reactions and 888 catalyst types from USPTO. Task: Predict which catalyst facilitates the given reaction. (1) Reactant: N1CC1.[C:4]([Cl:14])(=[O:13])[CH:5]=[CH:6][C:7]1[CH:12]=[CH:11][CH:10]=[CH:9][CH:8]=1. Product: [C:4]([Cl:14])(=[O:13])[CH:5]=[CH:6][C:7]1[CH:8]=[CH:9][CH:10]=[CH:11][CH:12]=1. The catalyst class is: 15. (2) Reactant: [C:1]1([C:7]2[N:12]=[CH:11][C:10]([NH:13][C:14](=[O:19])[CH2:15][C:16]([OH:18])=O)=[CH:9][CH:8]=2)[CH:6]=[CH:5][CH:4]=[CH:3][CH:2]=1.CCN(C(C)C)C(C)C.C1C=CC2N(O)N=NC=2C=1.CCN=C=NCCCN(C)C.Cl.Cl.Cl.[Cl:53][C:54]1[CH:59]=[CH:58][CH:57]=[CH:56][C:55]=1[NH:60][CH:61]1[CH2:66][CH2:65][NH:64][CH2:63][CH2:62]1. Product: [Cl:53][C:54]1[CH:59]=[CH:58][CH:57]=[CH:56][C:55]=1[NH:60][CH:61]1[CH2:66][CH2:65][N:64]([C:16](=[O:18])[CH2:15][C:14]([NH:13][C:10]2[CH:11]=[N:12][C:7]([C:1]3[CH:2]=[CH:3][CH:4]=[CH:5][CH:6]=3)=[CH:8][CH:9]=2)=[O:19])[CH2:63][CH2:62]1. The catalyst class is: 18.